This data is from Catalyst prediction with 721,799 reactions and 888 catalyst types from USPTO. The task is: Predict which catalyst facilitates the given reaction. (1) Reactant: N[CH2:2][C:3]1[CH:17]=[CH:16][C:6]2[N:7]=[C:8]([C:10]3[CH:15]=[CH:14][CH:13]=[CH:12][CH:11]=3)[S:9][C:5]=2[CH:4]=1.BrCC1C=CC2N=C(C3C=CC=CC=3)SC=2C=1.N. Product: [CH3:2][C:3]1[CH:17]=[CH:16][C:6]2[N:7]=[C:8]([C:10]3[CH:15]=[CH:14][CH:13]=[CH:12][CH:11]=3)[S:9][C:5]=2[CH:4]=1. The catalyst class is: 5. (2) Reactant: [CH2:1]([O:3][C:4]([C:6]1[N:7]([C:29]2[CH:34]=[CH:33][C:32]([O:35][CH:36]3[CH2:40][CH2:39][CH2:38][CH2:37]3)=[CH:31][CH:30]=2)[C:8]2[C:13]([C:14]=1[CH:15]=[CH:16][C:17]#[N:18])=[CH:12][C:11]([C:19]1[CH:24]=[CH:23][C:22]([C:25]([F:28])([F:27])[F:26])=[CH:21][CH:20]=1)=[CH:10][CH:9]=2)=[O:5])[CH3:2]. Product: [CH2:1]([O:3][C:4]([C:6]1[N:7]([C:29]2[CH:34]=[CH:33][C:32]([O:35][CH:36]3[CH2:37][CH2:38][CH2:39][CH2:40]3)=[CH:31][CH:30]=2)[C:8]2[C:13]([C:14]=1[CH2:15][CH2:16][C:17]#[N:18])=[CH:12][C:11]([C:19]1[CH:24]=[CH:23][C:22]([C:25]([F:28])([F:26])[F:27])=[CH:21][CH:20]=1)=[CH:10][CH:9]=2)=[O:5])[CH3:2]. The catalyst class is: 403. (3) Reactant: [CH3:1][O:2][C:3]1[CH:4]=[C:5]2[C:10](=[CH:11][C:12]=1[O:13][CH2:14][CH2:15][CH2:16]Cl)[N:9]=[CH:8][NH:7][C:6]2=[O:18].[NH:19]1[CH2:24][CH2:23][O:22][CH2:21][CH2:20]1.C(O)(CC)C. Product: [CH3:1][O:2][C:3]1[CH:4]=[C:5]2[C:10](=[CH:11][C:12]=1[O:13][CH2:14][CH2:15][CH2:16][N:19]1[CH2:24][CH2:23][O:22][CH2:21][CH2:20]1)[N:9]=[CH:8][NH:7][C:6]2=[O:18]. The catalyst class is: 5.